Task: Predict which catalyst facilitates the given reaction.. Dataset: Catalyst prediction with 721,799 reactions and 888 catalyst types from USPTO (1) Reactant: [NH2:1][C:2]1[CH:11]=[CH:10][C:9]2[C:4](=[CH:5][CH:6]=[N:7][CH:8]=2)[N:3]=1.C(N(CC)CC)C.[Cl:19][C:20]1[CH:25]=[CH:24][C:23]([S:26](Cl)(=[O:28])=[O:27])=[CH:22][CH:21]=1.C(=O)(O)[O-].[Na+]. Product: [Cl:19][C:20]1[CH:25]=[CH:24][C:23]([S:26]([NH:1][C:2]2[CH:11]=[CH:10][C:9]3[C:4](=[CH:5][CH:6]=[N:7][CH:8]=3)[N:3]=2)(=[O:28])=[O:27])=[CH:22][CH:21]=1. The catalyst class is: 4. (2) Reactant: C([O:4][CH:5]1[CH2:10][CH2:9][CH:8]([C:11]([F:28])([F:27])[CH2:12][CH:13]2[C:21]3[C:16](=[C:17]([F:23])[CH:18]=[CH:19][C:20]=3[F:22])[C:15]3=[CH:24][N:25]=[CH:26][N:14]23)[CH2:7][CH2:6]1)(=O)C.C(=O)([O-])[O-].[K+].[K+].[NH4+].[Cl-].CC#N. Product: [F:22][C:20]1[CH:19]=[CH:18][C:17]([F:23])=[C:16]2[C:21]=1[CH:13]([CH2:12][C:11]([CH:8]1[CH2:9][CH2:10][CH:5]([OH:4])[CH2:6][CH2:7]1)([F:28])[F:27])[N:14]1[CH:26]=[N:25][CH:24]=[C:15]12. The catalyst class is: 24. (3) Reactant: [OH:1][C@H:2]1[CH2:6][CH2:5][NH:4][C:3]1=[O:7].[CH2:8]([O:10][C:11]1[N:16]=[CH:15][C:14](O)=[CH:13][CH:12]=1)[CH3:9]. Product: [CH2:8]([O:10][C:11]1[N:16]=[CH:15][C:14]([O:1][C@@H:2]2[CH2:6][CH2:5][NH:4][C:3]2=[O:7])=[CH:13][CH:12]=1)[CH3:9]. The catalyst class is: 1. (4) Reactant: [CH2:1]([O:8][CH2:9][C:10]1[N:15]=[CH:14][N:13]=[C:12]([O:16][C:17]2[CH:18]=[C:19]3[C:23](=[CH:24][CH:25]=2)[NH:22][CH:21]=[CH:20]3)[CH:11]=1)[C:2]1[CH:7]=[CH:6][CH:5]=[CH:4][CH:3]=1.[CH3:26][N:27]1[C:31]([C:32]([F:35])([F:34])[F:33])=[CH:30][C:29]([NH:36][C:37](=O)[O:38]C2C=CC=CC=2)=[N:28]1.[H-].[Na+]. Product: [CH2:1]([O:8][CH2:9][C:10]1[N:15]=[CH:14][N:13]=[C:12]([O:16][C:17]2[CH:18]=[C:19]3[C:23](=[CH:24][CH:25]=2)[N:22]([C:37]([NH:36][C:29]2[CH:30]=[C:31]([C:32]([F:35])([F:33])[F:34])[N:27]([CH3:26])[N:28]=2)=[O:38])[CH:21]=[CH:20]3)[CH:11]=1)[C:2]1[CH:3]=[CH:4][CH:5]=[CH:6][CH:7]=1. The catalyst class is: 3. (5) Reactant: [Cl:1][C:2]1[CH:7]=[CH:6][C:5]([S:8][CH2:9][CH2:10][CH2:11][CH2:12][CH2:13][CH2:14]C2C=CC=C3C(NC(=O)C=23)=O)=[CH:4][CH:3]=1.O.[NH2:27]N.CCO. Product: [Cl:1][C:2]1[CH:3]=[CH:4][C:5]([S:8][CH2:9][CH2:10][CH2:11][CH2:12][CH2:13][CH2:14][NH2:27])=[CH:6][CH:7]=1. The catalyst class is: 1. (6) Reactant: [CH:1]1([CH:7]([OH:26])[C:8]2([C:23]([OH:25])=[O:24])[C:12](O)([CH3:13])[CH:11]([CH:15]([OH:21])[CH2:16][CH2:17][CH2:18][CH2:19][CH3:20])[C:10](=[O:22])[NH:9]2)[CH2:6][CH2:5][CH2:4][CH:3]=[CH:2]1.C(N(CC)CC)C.C1N(P(Cl)(N2C(=O)OCC2)=O)C(=O)OC1.C(=O)([O-])O.[Na+]. Product: [CH:1]1([CH:7]([OH:26])[C:8]23[C:23](=[O:24])[O:25][C:12]2([CH3:13])[CH:11]([CH:15]([OH:21])[CH2:16][CH2:17][CH2:18][CH2:19][CH3:20])[C:10](=[O:22])[NH:9]3)[CH2:6][CH2:5][CH2:4][CH:3]=[CH:2]1. The catalyst class is: 4.